Task: Regression/Classification. Given a drug SMILES string, predict its absorption, distribution, metabolism, or excretion properties. Task type varies by dataset: regression for continuous measurements (e.g., permeability, clearance, half-life) or binary classification for categorical outcomes (e.g., BBB penetration, CYP inhibition). Dataset: cyp1a2_veith.. Dataset: CYP1A2 inhibition data for predicting drug metabolism from PubChem BioAssay (1) The compound is CCN(CC)S(=O)(=O)c1cc(C(=O)OC)ccc1Cl. The result is 1 (inhibitor). (2) The molecule is CC(C)[C@@H](OCc1ccccc1)[C@H](C)CO/N=C1\[C@@H]2CCn3c(=O)n(-c4ccccc4)c(=O)n3[C@H]2[C@H](O)[C@H]2O[C@H]12. The result is 0 (non-inhibitor).